From a dataset of Full USPTO retrosynthesis dataset with 1.9M reactions from patents (1976-2016). Predict the reactants needed to synthesize the given product. (1) Given the product [Cl:1][C:2]1[CH:21]=[C:20]([Cl:22])[CH:19]=[CH:18][C:3]=1[O:4][CH2:5][C:6]([NH:8][C:9]1[CH:10]=[C:11]([CH:15]=[CH:16][CH:17]=1)[C:12]([NH:26][CH2:25][CH2:23][OH:24])=[O:14])=[O:7], predict the reactants needed to synthesize it. The reactants are: [Cl:1][C:2]1[CH:21]=[C:20]([Cl:22])[CH:19]=[CH:18][C:3]=1[O:4][CH2:5][C:6]([NH:8][C:9]1[CH:10]=[C:11]([CH:15]=[CH:16][CH:17]=1)[C:12]([OH:14])=O)=[O:7].[CH2:23]([CH2:25][NH2:26])[OH:24].C(Cl)CCl.C1C=CC2N(O)N=NC=2C=1.CCN(C(C)C)C(C)C. (2) Given the product [Br:9][CH2:1][C:2]1[S:3][CH:4]=[CH:5][C:6]=1[C:7]#[N:8], predict the reactants needed to synthesize it. The reactants are: [CH3:1][C:2]1[S:3][CH:4]=[CH:5][C:6]=1[C:7]#[N:8].[Br:9]N1C(=O)CCC1=O.C(OOC(=O)C1C=CC=CC=1)(=O)C1C=CC=CC=1. (3) The reactants are: CO[C:3](=[O:13])[C:4]1[C:9]([I:10])=[CH:8][CH:7]=[CH:6][C:5]=1[CH2:11]Br.[CH3:14][C:15]1[CH:22]=[CH:21][CH:20]=[CH:19][C:16]=1[CH2:17][NH2:18].C([O-])([O-])=O.[K+].[K+].C(OCC)(=O)C. Given the product [I:10][C:9]1[CH:8]=[CH:7][CH:6]=[C:5]2[C:4]=1[C:3](=[O:13])[N:18]([CH2:17][C:16]1[CH:19]=[CH:20][CH:21]=[CH:22][C:15]=1[CH3:14])[CH2:11]2, predict the reactants needed to synthesize it. (4) Given the product [ClH:21].[NH2:18][CH:16]([CH3:17])[C:15]([C:4]1[CH:5]=[C:6]([O:13][CH3:14])[C:7]2[C:12](=[CH:11][CH:10]=[CH:9][CH:8]=2)[C:3]=1[O:2][CH3:1])=[O:20], predict the reactants needed to synthesize it. The reactants are: [CH3:1][O:2][C:3]1[C:12]2[C:7](=[CH:8][CH:9]=[CH:10][CH:11]=2)[C:6]([O:13][CH3:14])=[CH:5][C:4]=1[C:15](=[O:20])[C:16](=[N:18]O)[CH3:17].[ClH:21]. (5) Given the product [CH:14]1([CH2:13][O:12][C:7]2[C:2]([C:23]3[CH:24]=[CH:25][C:20]([O:19][C:18]([F:30])([F:29])[F:17])=[CH:21][CH:22]=3)=[CH:3][C:4]([C:9]([NH:31][CH2:32][CH:33]([CH2:34][OH:35])[CH2:36][CH3:37])=[O:11])=[CH:5][N:6]=2)[CH2:16][CH2:15]1, predict the reactants needed to synthesize it. The reactants are: Br[C:2]1[CH:3]=[C:4]([C:9]([OH:11])=O)[CH:5]=[N:6][C:7]=1Cl.[OH:12][CH2:13][CH:14]1[CH2:16][CH2:15]1.[F:17][C:18]([F:30])([F:29])[O:19][C:20]1[CH:25]=[CH:24][C:23](B(O)O)=[CH:22][CH:21]=1.[NH2:31][CH2:32][CH:33]([CH2:36][CH3:37])[CH2:34][OH:35]. (6) Given the product [F:1][C:2]([F:26])([F:27])[O:3][C:4]1[CH:5]=[CH:6][C:7]([N:10]2[C:14]3[CH:15]=[CH:16][C:17]4[C:22]([C:13]=3[N:12]=[CH:11]2)=[CH:21][CH:20]=[C:19]([NH:47][C:50](=[O:35])[O:61][CH:59]([C:56]2[CH:55]=[CH:54][C:53]([Cl:52])=[CH:58][N:57]=2)[CH3:60])[CH:18]=4)=[CH:8][CH:9]=1, predict the reactants needed to synthesize it. The reactants are: [F:1][C:2]([F:27])([F:26])[O:3][C:4]1[CH:9]=[CH:8][C:7]([N:10]2[C:14]3[CH:15]=[CH:16][C:17]4[C:22]([C:13]=3[N:12]=[CH:11]2)=[CH:21][CH:20]=[C:19](C(O)=O)[CH:18]=4)=[CH:6][CH:5]=1.C1(P(N=[N+]=[N-])(C2C=CC=CC=2)=[O:35])C=CC=CC=1.C([N:47]([CH2:50]C)CC)C.[Cl:52][C:53]1[CH:54]=[CH:55][C:56]([CH:59]([OH:61])[CH3:60])=[N:57][CH:58]=1. (7) Given the product [Br:8][C:4]1[N:3]=[C:2]([NH:9][CH2:10][CH:11]([OH:14])[CH2:12][OH:13])[CH:7]=[CH:6][CH:5]=1, predict the reactants needed to synthesize it. The reactants are: Br[C:2]1[CH:7]=[CH:6][CH:5]=[C:4]([Br:8])[N:3]=1.[NH2:9][CH2:10][CH:11]([OH:14])[CH2:12][OH:13].CCN(C(C)C)C(C)C.